Dataset: Forward reaction prediction with 1.9M reactions from USPTO patents (1976-2016). Task: Predict the product of the given reaction. (1) Given the reactants C[O:2][C:3](=[O:17])[C:4]1[C:9]([C:10]2[N:15]=[CH:14][CH:13]=[CH:12][N:11]=2)=[CH:8][CH:7]=[CH:6][C:5]=1[F:16].[OH-].[Na+], predict the reaction product. The product is: [F:16][C:5]1[CH:6]=[CH:7][CH:8]=[C:9]([C:10]2[N:11]=[CH:12][CH:13]=[CH:14][N:15]=2)[C:4]=1[C:3]([OH:17])=[O:2]. (2) The product is: [F:1][C:2]1[CH:3]=[C:4]2[C:8](=[CH:9][CH:10]=1)[N:7]([S:26]([CH3:25])(=[O:28])=[O:27])[CH:6]=[C:5]2[C:11]([O:13][C:14]([CH3:17])([CH3:16])[CH3:15])=[O:12]. Given the reactants [F:1][C:2]1[CH:3]=[C:4]2[C:8](=[CH:9][CH:10]=1)[NH:7][CH:6]=[C:5]2[C:11]([O:13][C:14]([CH3:17])([CH3:16])[CH3:15])=[O:12].C(N(CC)CC)C.[CH3:25][S:26](Cl)(=[O:28])=[O:27].O, predict the reaction product. (3) Given the reactants CS(O[CH2:6][C:7]#[C:8][C:9]1[S:17][C:16]2[C:15]([NH:18][C:19]3[CH:24]=[CH:23][C:22]([O:25][CH2:26][C:27]4[CH:32]=[CH:31][CH:30]=[C:29]([F:33])[CH:28]=4)=[C:21]([Cl:34])[CH:20]=3)=[N:14][CH:13]=[N:12][C:11]=2[CH:10]=1)(=O)=O.[CH2:35]([NH2:38])[CH2:36][CH3:37], predict the reaction product. The product is: [Cl:34][C:21]1[CH:20]=[C:19]([NH:18][C:15]2[C:16]3[S:17][C:9]([C:8]#[C:7][CH2:6][NH:38][CH2:35][CH2:36][CH3:37])=[CH:10][C:11]=3[N:12]=[CH:13][N:14]=2)[CH:24]=[CH:23][C:22]=1[O:25][CH2:26][C:27]1[CH:32]=[CH:31][CH:30]=[C:29]([F:33])[CH:28]=1. (4) Given the reactants Br[C:2]1[CH:3]=[C:4]2[C:9](=[CH:10][CH:11]=1)[N:8]=[CH:7][C:6]([C:12]([CH:14]1[CH2:16][CH2:15]1)=[O:13])=[C:5]2[NH:17][CH2:18][CH:19]1[CH2:24][CH2:23][N:22]([CH3:25])[CH2:21][CH2:20]1.[Cl:26][C:27]1[CH:32]=[C:31](B2OC(C)(C)C(C)(C)O2)[CH:30]=[C:29]([F:42])[C:28]=1[OH:43], predict the reaction product. The product is: [Cl:26][C:27]1[CH:32]=[C:31]([C:2]2[CH:3]=[C:4]3[C:9](=[CH:10][CH:11]=2)[N:8]=[CH:7][C:6]([C:12]([CH:14]2[CH2:15][CH2:16]2)=[O:13])=[C:5]3[NH:17][CH2:18][CH:19]2[CH2:20][CH2:21][N:22]([CH3:25])[CH2:23][CH2:24]2)[CH:30]=[C:29]([F:42])[C:28]=1[OH:43]. (5) Given the reactants C[O:2][C:3](=[O:34])[CH2:4][NH:5][C:6]([C:8]1[S:9][C:10]([C:16]2[CH2:20][C:19]([C:25]3[CH:30]=[C:29]([Cl:31])[C:28]([F:32])=[C:27]([Cl:33])[CH:26]=3)([C:21]([F:24])([F:23])[F:22])[O:18][N:17]=2)=[C:11]2[CH2:15][CH2:14][CH2:13][C:12]=12)=[O:7].O[Li].O, predict the reaction product. The product is: [Cl:31][C:29]1[CH:30]=[C:25]([C:19]2([C:21]([F:22])([F:24])[F:23])[O:18][N:17]=[C:16]([C:10]3[S:9][C:8]([C:6]([NH:5][CH2:4][C:3]([OH:34])=[O:2])=[O:7])=[C:12]4[CH2:13][CH2:14][CH2:15][C:11]=34)[CH2:20]2)[CH:26]=[C:27]([Cl:33])[C:28]=1[F:32]. (6) The product is: [NH2:27][CH:24]1[CH2:25][CH2:26][CH:21]([N:16]2[CH2:17][CH2:18][CH2:19][CH:14]([N:1]3[C:12]4=[C:13]5[C:8](=[CH:9][CH:10]=[CH:11]4)[CH:7]=[N:6][CH:5]=[C:4]5[CH2:3][CH2:2]3)[CH2:15]2)[CH2:22][CH2:23]1. Given the reactants [N:1]1([CH:14]2[CH2:19][CH2:18][CH2:17][NH:16][CH2:15]2)[C:12]2=[C:13]3[C:8](=[CH:9][CH:10]=[CH:11]2)[CH:7]=[N:6][CH:5]=[C:4]3[CH2:3][CH2:2]1.O=[C:21]1[CH2:26][CH2:25][CH:24]([NH:27]C(=O)OC(C)(C)C)[CH2:23][CH2:22]1, predict the reaction product. (7) Given the reactants [N+:1]([O-:4])(O)=[O:2].[CH:5]([C:8]1[CH:13]=[CH:12][CH:11]=[C:10]([CH:14]([CH3:16])[CH3:15])[CH:9]=1)([CH3:7])[CH3:6], predict the reaction product. The product is: [CH:5]([C:8]1[CH:9]=[C:10]([CH:14]([CH3:16])[CH3:15])[CH:11]=[CH:12][C:13]=1[N+:1]([O-:4])=[O:2])([CH3:7])[CH3:6]. (8) Given the reactants [C:1]1([CH:7]([C:26]2[CH:31]=[CH:30][CH:29]=[CH:28][CH:27]=2)[CH2:8][CH2:9][N:10]2[CH2:15][CH2:14][N:13]([C:16]3[CH:17]=[C:18]([C:22]([CH3:25])=[CH:23][N:24]=3)[C:19](O)=[O:20])[CH2:12][CH2:11]2)[CH:6]=[CH:5][CH:4]=[CH:3][CH:2]=1.[CH2:32]([NH:35][CH:36]1[CH2:41][CH2:40][CH2:39][CH2:38][CH2:37]1)[CH:33]=[CH2:34], predict the reaction product. The product is: [CH2:32]([N:35]([CH:36]1[CH2:41][CH2:40][CH2:39][CH2:38][CH2:37]1)[C:19](=[O:20])[C:18]1[C:22]([CH3:25])=[CH:23][N:24]=[C:16]([N:13]2[CH2:14][CH2:15][N:10]([CH2:9][CH2:8][CH:7]([C:1]3[CH:2]=[CH:3][CH:4]=[CH:5][CH:6]=3)[C:26]3[CH:31]=[CH:30][CH:29]=[CH:28][CH:27]=3)[CH2:11][CH2:12]2)[CH:17]=1)[CH:33]=[CH2:34]. (9) Given the reactants Cl[C:2]1[N:10]=[C:9]2[C:5]([N:6]=[C:7]([CH2:12][N:13]3[CH2:18][CH2:17][N:16]([C:19]([CH3:23])([CH3:22])[CH2:20][OH:21])[CH2:15][CH2:14]3)[N:8]2[CH3:11])=[C:4]([N:24]2[CH2:29][CH2:28][O:27][CH2:26][CH2:25]2)[N:3]=1.[CH3:30][NH:31][C:32]1[NH:36][C:35]2[CH:37]=[CH:38][CH:39]=[CH:40][C:34]=2[N:33]=1, predict the reaction product. The product is: [CH3:22][C:19]([N:16]1[CH2:15][CH2:14][N:13]([CH2:12][C:7]2[N:8]([CH3:11])[C:9]3[C:5]([N:6]=2)=[C:4]([N:24]2[CH2:25][CH2:26][O:27][CH2:28][CH2:29]2)[N:3]=[C:2]([N:33]2[C:34]4[CH:40]=[CH:39][CH:38]=[CH:37][C:35]=4[N:36]=[C:32]2[NH:31][CH3:30])[N:10]=3)[CH2:18][CH2:17]1)([CH3:23])[CH2:20][OH:21]. (10) Given the reactants [C:9](O[C:9]([O:11][C:12]([CH3:15])([CH3:14])[CH3:13])=[O:10])([O:11][C:12]([CH3:15])([CH3:14])[CH3:13])=[O:10].[CH3:16][N:17](C)C=O.[CH:21]1([CH2:24][N:25]2[CH:33]=[N:32][C:31]3[C:26]2=[N:27][C:28]([C:40]2[CH:41]=[N:42][C:43](NC)=[N:44][CH:45]=2)=[N:29][C:30]=3[N:34]2[CH2:39][CH2:38][O:37][CH2:36][CH2:35]2)[CH2:23][CH2:22]1, predict the reaction product. The product is: [C:12]([O:11][C:9](=[O:10])[NH:17][CH2:16][C:43]1[N:42]=[CH:41][C:40]([C:28]2[N:27]=[C:26]3[C:31]([N:32]=[CH:33][N:25]3[CH2:24][CH:21]3[CH2:23][CH2:22]3)=[C:30]([N:34]3[CH2:35][CH2:36][O:37][CH2:38][CH2:39]3)[N:29]=2)=[CH:45][N:44]=1)([CH3:13])([CH3:14])[CH3:15].